From a dataset of Catalyst prediction with 721,799 reactions and 888 catalyst types from USPTO. Predict which catalyst facilitates the given reaction. Reactant: [OH:1][C:2]1[CH:3]=[C:4]([CH2:9][C@H:10]([NH:24]C(OC(C)(C)C)=O)[C:11]([O:13][C@H:14]([CH3:23])[C@H:15]([O:17][C:18](=[O:22])[CH:19]([CH3:21])[CH3:20])[CH3:16])=[O:12])[CH:5]=[CH:6][C:7]=1[OH:8]. Product: [NH2:24][C@@H:10]([CH2:9][C:4]1[CH:5]=[CH:6][C:7]([OH:8])=[C:2]([OH:1])[CH:3]=1)[C:11]([O:13][C@H:14]([CH3:23])[C@H:15]([O:17][C:18](=[O:22])[CH:19]([CH3:21])[CH3:20])[CH3:16])=[O:12]. The catalyst class is: 89.